This data is from Forward reaction prediction with 1.9M reactions from USPTO patents (1976-2016). The task is: Predict the product of the given reaction. (1) Given the reactants [C:1]([C:3]1[N:8]=[C:7]([CH2:9][CH2:10][C:11]([O:13][C:14]([CH3:17])([CH3:16])[CH3:15])=[O:12])[CH:6]=[C:5]([S:18]([CH3:21])(=[O:20])=[O:19])[CH:4]=1)#[N:2].[Cl:22][C:23]1[CH:24]=[C:25]([SH:33])[C:26](=[CH:31][CH:32]=1)[C:27](OC)=[O:28].C(N(CC)CC)C, predict the reaction product. The product is: [Cl:22][C:23]1[CH:32]=[CH:31][C:26]2[C:27](=[O:28])[N:2]=[C:1]([C:3]3[N:8]=[C:7]([CH2:9][CH2:10][C:11]([O:13][C:14]([CH3:15])([CH3:16])[CH3:17])=[O:12])[CH:6]=[C:5]([S:18]([CH3:21])(=[O:20])=[O:19])[CH:4]=3)[S:33][C:25]=2[CH:24]=1. (2) Given the reactants [CH3:1][C:2]1[N:10]=[CH:9][CH:8]=[CH:7][C:3]=1[C:4]([OH:6])=O.C1C=C[C:14]2N(O)N=[N:17][C:15]=2[CH:16]=1.C(N)(C)C.C(N(CC)CC)C.C(Cl)CCl, predict the reaction product. The product is: [CH:15]([NH:17][C:4](=[O:6])[C:3]1[CH:7]=[CH:8][CH:9]=[N:10][C:2]=1[CH3:1])([CH3:16])[CH3:14]. (3) Given the reactants [Br:1]Br.[Cl:3][C:4]1[CH:9]=[CH:8][CH:7]=[CH:6][C:5]=1[C:10](=[O:12])[CH3:11], predict the reaction product. The product is: [Br:1][CH2:11][C:10]([C:5]1[CH:6]=[CH:7][CH:8]=[CH:9][C:4]=1[Cl:3])=[O:12]. (4) Given the reactants [CH3:1][O:2][C:3](=[O:14])[C:4]1[CH:9]=[C:8]([F:10])[C:7]([O:11][CH3:12])=[C:6](Br)[CH:5]=1.[Cl:15][C:16]1[CH:17]=[C:18](B(O)O)[CH:19]=[CH:20][C:21]=1[O:22][CH3:23].C([O-])([O-])=O.[Cs+].[Cs+].CN(C=O)C, predict the reaction product. The product is: [CH3:1][O:2][C:3]([C:4]1[CH:5]=[C:6]([C:18]2[CH:19]=[CH:20][C:21]([O:22][CH3:23])=[C:16]([Cl:15])[CH:17]=2)[C:7]([O:11][CH3:12])=[C:8]([F:10])[CH:9]=1)=[O:14]. (5) Given the reactants [NH2:1][C:2]1[S:6][C:5]2[CH2:7][CH2:8][CH2:9][CH2:10][C:4]=2[C:3]=1[C:11]([C:13]1[CH:18]=[CH:17][CH:16]=[CH:15][CH:14]=1)=[O:12].O.[C:20]([OH:24])(=[O:23])[CH:21]=O.[CH:25](B(O)O)=[CH:26][C:27]1[CH:32]=[CH:31][CH:30]=[CH:29][CH:28]=1, predict the reaction product. The product is: [C:11]([C:3]1[C:4]2[CH2:10][CH2:9][CH2:8][CH2:7][C:5]=2[S:6][C:2]=1[NH:1][CH:21]([CH:25]=[CH:26][C:27]1[CH:32]=[CH:31][CH:30]=[CH:29][CH:28]=1)[C:20]([OH:24])=[O:23])(=[O:12])[C:13]1[CH:14]=[CH:15][CH:16]=[CH:17][CH:18]=1. (6) Given the reactants [CH:1]([C:4]1[CH:5]=[C:6]([CH:9]=[CH:10][C:11]=1[O:12][CH3:13])[CH:7]=[O:8])([CH3:3])[CH3:2].[H-].C([Al+]CC(C)C)C(C)C.Cl, predict the reaction product. The product is: [CH:1]([C:4]1[CH:5]=[C:6]([CH2:7][OH:8])[CH:9]=[CH:10][C:11]=1[O:12][CH3:13])([CH3:3])[CH3:2]. (7) Given the reactants C(OC([NH:8][NH:9][C:10]([C:12]1[CH:17]=[C:16]([CH3:18])[N:15]=[C:14]([CH2:19][CH3:20])[CH:13]=1)=[O:11])=O)(C)(C)C.Cl, predict the reaction product. The product is: [CH2:19]([C:14]1[CH:13]=[C:12]([CH:17]=[C:16]([CH3:18])[N:15]=1)[C:10]([NH:9][NH2:8])=[O:11])[CH3:20]. (8) Given the reactants CC1(C)[O:6][C@H:5]([CH2:7][N:8]2[C:13](=[O:14])[C:12]3[C:15]([NH:22][C:23]4[CH:28]=[CH:27][C:26]([I:29])=[CH:25][C:24]=4[F:30])=[C:16]([F:21])[C:17](=[O:20])[N:18]([CH3:19])[C:11]=3[N:10]=[CH:9]2)[CH2:4][O:3]1.S(=O)(=O)(O)O, predict the reaction product. The product is: [OH:6][C@@H:5]([CH2:4][OH:3])[CH2:7][N:8]1[C:13](=[O:14])[C:12]2[C:15]([NH:22][C:23]3[CH:28]=[CH:27][C:26]([I:29])=[CH:25][C:24]=3[F:30])=[C:16]([F:21])[C:17](=[O:20])[N:18]([CH3:19])[C:11]=2[N:10]=[CH:9]1. (9) Given the reactants [Cl:1][C:2]1[N:7]=[C:6]([NH2:8])[N:5]=[C:4]([NH:9][CH2:10][C:11]2[CH:16]=[C:15]([O:17][CH3:18])[CH:14]=[CH:13][C:12]=2[O:19][CH3:20])[C:3]=1[NH2:21].[N:22]([O-])=O.[Na+], predict the reaction product. The product is: [Cl:1][C:2]1[C:3]2[N:21]=[N:22][N:9]([CH2:10][C:11]3[CH:16]=[C:15]([O:17][CH3:18])[CH:14]=[CH:13][C:12]=3[O:19][CH3:20])[C:4]=2[N:5]=[C:6]([NH2:8])[N:7]=1. (10) Given the reactants [H-].[Na+].[O:3]=[C:4]1[NH:13][CH:12]([C:14]2[CH:21]=[CH:20][C:17]([C:18]#[N:19])=[CH:16][C:15]=2[CH3:22])[C:11]2[C:10](=[O:23])[CH2:9][CH2:8][CH2:7][C:6]=2[N:5]1[C:24]1[CH:29]=[CH:28][CH:27]=[C:26]([C:30]([F:33])([F:32])[F:31])[CH:25]=1.[C:34](#N)C, predict the reaction product. The product is: [CH3:22][C:15]1[CH:16]=[C:17]([CH:20]=[CH:21][C:14]=1[CH:12]1[C:11]2[C:10](=[O:23])[CH2:9][CH2:8][CH2:7][C:6]=2[N:5]([C:24]2[CH:29]=[CH:28][CH:27]=[C:26]([C:30]([F:33])([F:31])[F:32])[CH:25]=2)[C:4](=[O:3])[N:13]1[CH3:34])[C:18]#[N:19].